This data is from CYP3A4 inhibition data for predicting drug metabolism from PubChem BioAssay. The task is: Regression/Classification. Given a drug SMILES string, predict its absorption, distribution, metabolism, or excretion properties. Task type varies by dataset: regression for continuous measurements (e.g., permeability, clearance, half-life) or binary classification for categorical outcomes (e.g., BBB penetration, CYP inhibition). Dataset: cyp3a4_veith. (1) The compound is COc1cccc(Cn2c(=O)c(-c3ccccc3)nc3cnc(N4CCNCC4)nc32)c1. The result is 1 (inhibitor). (2) The compound is C[N+](C)(CCCCCC[N+](C)(C)CCCN1C(=O)c2ccccc2C1=O)CCCN1C(=O)c2ccccc2C1=O. The result is 0 (non-inhibitor). (3) The drug is Cc1ccc(OCC(=O)Nc2ccccc2N2CCOCC2)c(C)c1. The result is 1 (inhibitor). (4) The compound is O=C(O)Cc1nn(Cc2ccc(Br)cc2F)c(=O)c2ccccc12. The result is 0 (non-inhibitor). (5) The compound is O=C(CSc1nc2nc(-c3cccs3)cc(C(F)(F)F)c2c(=O)[nH]1)NCc1ccco1. The result is 1 (inhibitor). (6) The result is 0 (non-inhibitor). The drug is CO[C@@H]1COC(=O)[C@H](C)NC(=O)[C@@H](C)COC(=O)[C@H](C)NC(=O)C/C=C\[C@H]1C.